This data is from Aqueous solubility values for 9,982 compounds from the AqSolDB database. The task is: Regression/Classification. Given a drug SMILES string, predict its absorption, distribution, metabolism, or excretion properties. Task type varies by dataset: regression for continuous measurements (e.g., permeability, clearance, half-life) or binary classification for categorical outcomes (e.g., BBB penetration, CYP inhibition). For this dataset (solubility_aqsoldb), we predict Y. (1) The molecule is CC(Cl)C(C)(C)O. The Y is -0.293 log mol/L. (2) The drug is OCC1(O)OCC(O)C(O)C1O. The Y is 0.640 log mol/L.